This data is from Catalyst prediction with 721,799 reactions and 888 catalyst types from USPTO. The task is: Predict which catalyst facilitates the given reaction. (1) Reactant: Br[C:2](=[CH2:23])[CH2:3][CH2:4][O:5][Si:6]([C:19]([CH3:22])([CH3:21])[CH3:20])([C:13]1[CH:18]=[CH:17][CH:16]=[CH:15][CH:14]=1)[C:7]1[CH:12]=[CH:11][CH:10]=[CH:9][CH:8]=1.[Cl:24][C:25]1[CH:26]=[C:27](B(O)O)[CH:28]=[CH:29][C:30]=1[Cl:31]. Product: [Cl:24][C:25]1[CH:26]=[C:27]([C:2](=[CH2:23])[CH2:3][CH2:4][O:5][Si:6]([C:19]([CH3:22])([CH3:21])[CH3:20])([C:13]2[CH:18]=[CH:17][CH:16]=[CH:15][CH:14]=2)[C:7]2[CH:12]=[CH:11][CH:10]=[CH:9][CH:8]=2)[CH:28]=[CH:29][C:30]=1[Cl:31]. The catalyst class is: 11. (2) Reactant: [CH3:1][N:2]([CH3:30])[CH2:3][CH2:4][N:5]([CH2:18][CH2:19][NH:20][C:21]1[CH:26]=[CH:25][C:24]([N+:27]([O-:29])=[O:28])=[CH:23][N:22]=1)S(C1C=CC=CC=1[N+]([O-])=O)(=O)=O.C([O-])([O-])=O.[K+].[K+].C1(S)C=CC=CC=1. Product: [CH3:1][N:2]([CH3:30])[CH2:3][CH2:4][NH:5][CH2:18][CH2:19][NH:20][C:21]1[CH:26]=[CH:25][C:24]([N+:27]([O-:29])=[O:28])=[CH:23][N:22]=1. The catalyst class is: 136. (3) Reactant: C[O:2][C:3]1[CH:4]=[C:5]2[C:22](=[CH:23][CH:24]=1)[C:9]1=[N:10][O:11][C:12]([C:13]3[CH:18]=[CH:17][C:16]([CH2:19][CH2:20][CH3:21])=[CH:15][CH:14]=3)=[C:8]1[CH2:7][CH2:6]2.B(Br)(Br)Br.CCOCC. Product: [CH2:19]([C:16]1[CH:17]=[CH:18][C:13]([C:12]2[O:11][N:10]=[C:9]3[C:22]4[C:5]([CH2:6][CH2:7][C:8]=23)=[CH:4][C:3]([OH:2])=[CH:24][CH:23]=4)=[CH:14][CH:15]=1)[CH2:20][CH3:21]. The catalyst class is: 4. (4) Reactant: [CH2:1]([O:8][C:9]1[C:10]([C:26]([N:28]([CH2:32][CH2:33]O)[CH:29]([CH3:31])[CH3:30])=[O:27])=[N:11][C:12]([CH2:16][C:17]([CH3:25])([C:19]2[CH:24]=[CH:23][CH:22]=[CH:21][CH:20]=2)[CH3:18])=[N:13][C:14]=1[OH:15])[C:2]1[CH:7]=[CH:6][CH:5]=[CH:4][CH:3]=1.C1(P(C2C=CC=CC=2)C2C=CC=CC=2)C=CC=CC=1.N(C(OC(C)C)=O)=NC(OC(C)C)=O. Product: [CH2:1]([O:8][C:9]1[C:14](=[O:15])[N:13]=[C:12]([CH2:16][C:17]([CH3:25])([C:19]2[CH:20]=[CH:21][CH:22]=[CH:23][CH:24]=2)[CH3:18])[N:11]2[CH2:33][CH2:32][N:28]([CH:29]([CH3:31])[CH3:30])[C:26](=[O:27])[C:10]=12)[C:2]1[CH:7]=[CH:6][CH:5]=[CH:4][CH:3]=1. The catalyst class is: 4. (5) Reactant: O[CH2:2][C:3]1[CH:8]=[CH:7][C:6]([O:9][CH3:10])=[CH:5][C:4]=1[OH:11].[BrH:12].[C:13]1([P:19]([C:26]2[CH:31]=[CH:30][CH:29]=[CH:28][CH:27]=2)[C:20]2[CH:25]=[CH:24][CH:23]=[CH:22][CH:21]=2)[CH:18]=[CH:17][CH:16]=[CH:15][CH:14]=1. Product: [Br-:12].[OH:11][C:4]1[CH:5]=[C:6]([O:9][CH3:10])[CH:7]=[CH:8][C:3]=1[CH2:2][P+:19]([C:20]1[CH:21]=[CH:22][CH:23]=[CH:24][CH:25]=1)([C:26]1[CH:31]=[CH:30][CH:29]=[CH:28][CH:27]=1)[C:13]1[CH:14]=[CH:15][CH:16]=[CH:17][CH:18]=1. The catalyst class is: 10. (6) Reactant: Br[C:2]1[CH:3]=[C:4]([NH:10][C@@H:11]2[CH2:16][CH2:15][CH2:14][CH2:13][C@@H:12]2[NH:17][C:18](=[O:24])[O:19][C:20]([CH3:23])([CH3:22])[CH3:21])[CH:5]=[N:6][C:7]=1[C:8]#[N:9].[NH2:25][C:26]1[O:30][N:29]=[C:28]([CH3:31])[CH:27]=1.O(C1C=CC=CC=1)[Na].O.O.O.CC1(C)C2C(=C(P(C3C=CC=CC=3)C3C=CC=CC=3)C=CC=2)OC2C(P(C3C=CC=CC=3)C3C=CC=CC=3)=CC=CC1=2. Product: [C:8]([C:7]1[N:6]=[CH:5][C:4]([NH:10][C@@H:11]2[CH2:16][CH2:15][CH2:14][CH2:13][C@@H:12]2[NH:17][C:18](=[O:24])[O:19][C:20]([CH3:23])([CH3:22])[CH3:21])=[CH:3][C:2]=1[NH:25][C:26]1[O:30][N:29]=[C:28]([CH3:31])[CH:27]=1)#[N:9]. The catalyst class is: 62. (7) Reactant: [C:1]([O:5][CH:6]1[CH:8]([C:9]2[CH:14]=[CH:13][C:12]([CH3:15])=[CH:11][N:10]=2)[CH:7]1[CH2:16][O:17][C:18]1[N:23]=[C:22]([CH3:24])[N:21]=[C:20]([N:25]([CH2:33][C:34]2[S:35][C:36]([CH3:39])=[N:37][N:38]=2)C(=O)OC(C)(C)C)[CH:19]=1)([CH3:4])([CH3:3])[CH3:2]. Product: [C:1]([O:5][CH:6]1[CH:8]([C:9]2[CH:14]=[CH:13][C:12]([CH3:15])=[CH:11][N:10]=2)[CH:7]1[CH2:16][O:17][C:18]1[N:23]=[C:22]([CH3:24])[N:21]=[C:20]([NH:25][CH2:33][C:34]2[S:35][C:36]([CH3:39])=[N:37][N:38]=2)[CH:19]=1)([CH3:4])([CH3:3])[CH3:2]. The catalyst class is: 67. (8) Reactant: [C:1]([O:5][C:6]([N:8]1[CH2:13][CH2:12][C:11]([CH2:19]C(O)=O)([C:14]([O:16][CH2:17][CH3:18])=[O:15])[CH2:10][CH2:9]1)=[O:7])([CH3:4])([CH3:3])[CH3:2].C([N:25]([CH2:28]C)CC)C.C1(P(N=[N+]=[N-])(C2C=CC=CC=2)=[O:37])C=CC=CC=1.[CH2:47]([OH:54])[C:48]1[CH:53]=[CH:52][CH:51]=[CH:50][CH:49]=1. Product: [C:1]([O:5][C:6]([N:8]1[CH2:9][CH2:10][C:11]([CH2:19][NH:25][C:28]([O:54][CH2:47][C:48]2[CH:53]=[CH:52][CH:51]=[CH:50][CH:49]=2)=[O:37])([C:14]([O:16][CH2:17][CH3:18])=[O:15])[CH2:12][CH2:13]1)=[O:7])([CH3:2])([CH3:3])[CH3:4]. The catalyst class is: 35. (9) Reactant: [CH3:1][C:2]1[N:12]2[C:13]3[C:8]([O:9][CH2:10][CH:11]2[CH2:14][OH:15])=[CH:7][CH:6]=[CH:5][C:4]=3[N:3]=1.[C:16]1([CH3:26])[CH:21]=[CH:20][C:19]([S:22](Cl)(=[O:24])=[O:23])=[CH:18][CH:17]=1. Product: [CH3:1][C:2]1[N:12]2[C:13]3[C:8]([O:9][CH2:10][CH:11]2[CH2:14][O:15][S:22]([C:19]2[CH:20]=[CH:21][C:16]([CH3:26])=[CH:17][CH:18]=2)(=[O:24])=[O:23])=[CH:7][CH:6]=[CH:5][C:4]=3[N:3]=1. The catalyst class is: 17.